This data is from Full USPTO retrosynthesis dataset with 1.9M reactions from patents (1976-2016). The task is: Predict the reactants needed to synthesize the given product. (1) Given the product [O:16]=[C:15]1[CH:13]2[CH2:12][CH2:11][CH:10]1[CH2:9][N:8]([C:25]([O:27][C:28]([CH3:29])([CH3:30])[CH3:31])=[O:26])[CH2:14]2, predict the reactants needed to synthesize it. The reactants are: C([N:8]1[CH2:14][CH:13]2[C:15](=[O:16])[CH:10]([CH2:11][CH2:12]2)[CH2:9]1)C1C=CC=CC=1.[CH3:29][C:28]([O:27][C:25](O[C:25]([O:27][C:28]([CH3:31])([CH3:30])[CH3:29])=[O:26])=[O:26])([CH3:31])[CH3:30]. (2) Given the product [CH2:1]([O:3][C:4]([C:5]1[C:12](=[O:21])[C:13]2[C:18](=[CH:17][C:16]([Br:19])=[CH:15][CH:14]=2)[N:9]([CH2:10][CH3:11])[C:6]=1[S:7][CH3:8])=[O:22])[CH3:2], predict the reactants needed to synthesize it. The reactants are: [CH2:1]([O:3][C:4](=[O:22])[C:5]([C:12](=[O:21])[C:13]1[CH:18]=[CH:17][C:16]([Br:19])=[CH:15][C:14]=1F)=[C:6]([NH:9][CH2:10][CH3:11])[S:7][CH3:8])[CH3:2].C([O-])([O-])=O.[K+].[K+]. (3) The reactants are: [CH:1]1([C:7]2([CH3:14])[C:11](=[O:12])[NH:10][N:9]=[C:8]2[CH3:13])[CH2:6][CH2:5][CH2:4][CH2:3][CH2:2]1.Cl[CH2:16][C:17]([C:19]1[CH:23]=[CH:22][NH:21][CH:20]=1)=[O:18]. Given the product [CH:1]1([C:7]2([CH3:14])[C:11](=[O:12])[N:10]([CH2:16][C:17](=[O:18])[C:19]3[CH:23]=[CH:22][NH:21][CH:20]=3)[N:9]=[C:8]2[CH3:13])[CH2:2][CH2:3][CH2:4][CH2:5][CH2:6]1, predict the reactants needed to synthesize it. (4) The reactants are: Cl[CH2:2][C:3]1[N:4]=[CH:5][S:6][CH:7]=1.[Cl:8][C:9]1[CH:14]=[C:13]([NH:15][C:16]2[C:25]3[C:20](=[CH:21][CH:22]=[CH:23][C:24]=3[O:26][CH2:27][C@@H:28]3[CH2:32][CH2:31][CH2:30][N:29]3[C:33](=[O:36])[CH2:34][OH:35])[N:19]=[CH:18][N:17]=2)[CH:12]=[CH:11][C:10]=1[OH:37]. Given the product [Cl:8][C:9]1[CH:14]=[C:13]([NH:15][C:16]2[C:25]3[C:20](=[CH:21][CH:22]=[CH:23][C:24]=3[O:26][CH2:27][C@@H:28]3[CH2:32][CH2:31][CH2:30][N:29]3[C:33](=[O:36])[CH2:34][OH:35])[N:19]=[CH:18][N:17]=2)[CH:12]=[CH:11][C:10]=1[O:37][CH2:2][C:3]1[N:4]=[CH:5][S:6][CH:7]=1, predict the reactants needed to synthesize it. (5) The reactants are: [C:1]([O:14][C@H:15]([CH2:60][O:61][C:62](=[O:74])[CH2:63][CH2:64][CH2:65][CH2:66][CH2:67][CH2:68][CH2:69][CH2:70][CH2:71][CH2:72][CH3:73])[CH2:16][S:17][CH2:18][C@H:19]([NH:42][C:43](=[O:59])[CH2:44][CH2:45][CH2:46][CH2:47][CH2:48][CH2:49][CH2:50][CH2:51][CH2:52][CH2:53][CH2:54][CH2:55][CH2:56][CH2:57][CH3:58])[C:20](=[O:41])[NH:21][CH2:22][CH2:23][O:24][CH2:25][CH2:26][O:27][CH2:28][CH2:29][O:30][CH2:31][CH2:32][P:33]([O:38]CC)([O:35]CC)=[O:34])(=[O:13])[CH2:2][CH2:3][CH2:4][CH2:5][CH2:6][CH2:7][CH2:8][CH2:9][CH2:10][CH2:11][CH3:12].C[Si](Br)(C)C. Given the product [C:1]([O:14][C@H:15]([CH2:60][O:61][C:62](=[O:74])[CH2:63][CH2:64][CH2:65][CH2:66][CH2:67][CH2:68][CH2:69][CH2:70][CH2:71][CH2:72][CH3:73])[CH2:16][S:17][CH2:18][C@H:19]([NH:42][C:43](=[O:59])[CH2:44][CH2:45][CH2:46][CH2:47][CH2:48][CH2:49][CH2:50][CH2:51][CH2:52][CH2:53][CH2:54][CH2:55][CH2:56][CH2:57][CH3:58])[C:20](=[O:41])[NH:21][CH2:22][CH2:23][O:24][CH2:25][CH2:26][O:27][CH2:28][CH2:29][O:30][CH2:31][CH2:32][P:33](=[O:34])([OH:35])[OH:38])(=[O:13])[CH2:2][CH2:3][CH2:4][CH2:5][CH2:6][CH2:7][CH2:8][CH2:9][CH2:10][CH2:11][CH3:12], predict the reactants needed to synthesize it. (6) Given the product [Br:1][C:2]1[CH:3]=[C:4]2[C:9](=[C:10]([NH2:12])[CH:11]=1)[N:8]=[CH:7][CH:6]=[CH:5]2, predict the reactants needed to synthesize it. The reactants are: [Br:1][C:2]1[CH:3]=[C:4]2[C:9](=[C:10]([N+:12]([O-])=O)[CH:11]=1)[N:8]=[CH:7][CH:6]=[CH:5]2.[OH-].[Na+]. (7) Given the product [Br:1][C:2]1[CH:7]=[C:6]([O:23][CH2:22][C:19]2[CH:18]=[CH:17][C:16]([O:15][CH3:14])=[CH:21][CH:20]=2)[CH:5]=[C:4]([Br:11])[CH:3]=1, predict the reactants needed to synthesize it. The reactants are: [Br:1][C:2]1[CH:7]=[C:6]([N+]([O-])=O)[CH:5]=[C:4]([Br:11])[CH:3]=1.[OH-].[K+].[CH3:14][O:15][C:16]1[CH:17]=[CH:18][C:19]([CH2:22][OH:23])=[CH:20][CH:21]=1. (8) Given the product [C:1]([N:4]1[C:13]2[C:8](=[N:9][CH:10]=[CH:11][CH:12]=2)[C@H:7]([NH:14][C:20]2[CH:21]=[CH:22][C:17]([Cl:16])=[CH:18][CH:19]=2)[CH2:6][C@@H:5]1[CH3:15])(=[O:3])[CH3:2], predict the reactants needed to synthesize it. The reactants are: [C:1]([N:4]1[C:13]2[C:8](=[N:9][CH:10]=[CH:11][CH:12]=2)[CH:7]([NH2:14])[CH2:6][CH:5]1[CH3:15])(=[O:3])[CH3:2].[Cl:16][C:17]1[CH:22]=[CH:21][C:20](B(O)O)=[CH:19][CH:18]=1.C([O-])(=O)C.N1C=CC=CC=1. (9) Given the product [C:1]([O:5][C:6]([CH:8]1[CH:14]=[CH:13][C:12]2[CH:15]=[CH:16][C:17]([O:19][CH3:20])=[CH:18][C:11]=2[N:10]([CH2:21][CH3:22])[C:9]1=[O:23])=[O:7])([CH3:4])([CH3:3])[CH3:2], predict the reactants needed to synthesize it. The reactants are: [C:1]([O:5][C:6]([CH:8]1[CH2:14][CH2:13][C:12]2[CH:15]=[CH:16][C:17]([O:19][CH3:20])=[CH:18][C:11]=2[N:10]([CH2:21][CH3:22])[C:9]1=[O:23])=[O:7])([CH3:4])([CH3:3])[CH3:2].BrN1C(=O)CCC1=O. (10) Given the product [CH3:19][O:20][C:12]1[N:11]=[CH:10][C:9]([C:7]([C:6]2[N:2]([CH3:1])[CH:3]=[N:4][CH:5]=2)=[O:8])=[CH:14][CH:13]=1, predict the reactants needed to synthesize it. The reactants are: [CH3:1][N:2]1[C:6]([C:7]([C:9]2[CH:10]=[N:11][C:12](C(F)(F)F)=[CH:13][CH:14]=2)=[O:8])=[CH:5][N:4]=[CH:3]1.[CH3:19][OH:20].